This data is from Reaction yield outcomes from USPTO patents with 853,638 reactions. The task is: Predict the reaction yield, written as a fraction of the theoretical maximum amount of product (1.0 means a 100% yield; for example, 0.34 means a 34% yield). (1) The reactants are CC([NH:4][C:5]1[S:9][C:8]([S:10]([NH2:13])(=[O:12])=[O:11])=[N:7][N:6]=1)=O.[OH-].[K+]. The catalyst is Cl. The product is [NH2:4][C:5]1[S:9][C:8]([S:10]([NH2:13])(=[O:12])=[O:11])=[N:7][N:6]=1. The yield is 0.700. (2) The reactants are [Br:1][C:2]1[CH:10]=[C:6]([C:7]([OH:9])=O)[C:5]([OH:11])=[CH:4][CH:3]=1.[CH3:12][O:13][C:14](=[O:28])[CH2:15][C:16]1[S:20][C:19]([NH2:21])=[N:18][C:17]=1[C:22]1[CH:27]=[CH:26][CH:25]=[CH:24][CH:23]=1. No catalyst specified. The product is [CH3:12][O:13][C:14](=[O:28])[CH2:15][C:16]1[S:20][C:19]([NH:21][C:7](=[O:9])[C:6]2[CH:10]=[C:2]([Br:1])[CH:3]=[CH:4][C:5]=2[OH:11])=[N:18][C:17]=1[C:22]1[CH:27]=[CH:26][CH:25]=[CH:24][CH:23]=1. The yield is 0.321. (3) The reactants are [Cl:1][C:2]1[CH:10]=[C:9]2[C:5]([CH2:6][CH2:7][C:8]2([CH3:12])[CH3:11])=[CH:4][CH:3]=1.CC(C)=[O:15].S([O-])([O-])(=O)=O.[Mg+2].[Mn]([O-])(=O)(=O)=O.[K+]. The catalyst is O. The product is [Cl:1][C:2]1[CH:10]=[C:9]2[C:5](=[CH:4][CH:3]=1)[C:6](=[O:15])[CH2:7][C:8]2([CH3:12])[CH3:11]. The yield is 0.670. (4) The reactants are [Cl:1][C:2]1[C:10]([Cl:11])=[CH:9][C:5]2[N:6]=[CH:7][NH:8][C:4]=2[CH:3]=1.F[C:13]1[CH:20]=[CH:19][C:16]([CH:17]=[O:18])=[CH:15][CH:14]=1.C(=O)([O-])[O-].[K+].[K+].O. The catalyst is CS(C)=O. The product is [Cl:11][C:10]1[C:2]([Cl:1])=[CH:3][C:4]2[N:8]([C:13]3[CH:20]=[CH:19][C:16]([CH:17]=[O:18])=[CH:15][CH:14]=3)[CH:7]=[N:6][C:5]=2[CH:9]=1. The yield is 0.620. (5) The reactants are [NH2:1][C:2]1([CH2:19][CH2:20][OH:21])[C:15]2[CH:14]=[C:13]([Cl:16])[N:12]=[C:11]([F:17])[C:10]=2[O:9][C:8]2[C:3]1=[CH:4][C:5]([Br:18])=[CH:6][CH:7]=2.C([O-])(=O)C.[Na+].[N:27]#[C:28]Br. The catalyst is CCO. The product is [Br:18][C:5]1[CH:4]=[C:3]2[C:2]3([CH2:19][CH2:20][O:21][C:28]([NH2:27])=[N:1]3)[C:15]3[CH:14]=[C:13]([Cl:16])[N:12]=[C:11]([F:17])[C:10]=3[O:9][C:8]2=[CH:7][CH:6]=1. The yield is 0.447. (6) The reactants are Br[C:2]1[C:10]2[O:9][CH2:8][C@@H:7]([N:11]([C:26](=[O:31])[C:27]([F:30])([F:29])[F:28])[C:12]3[CH:25]=[CH:24][C:15]4[C@H:16]([CH2:19][C:20]([O:22][CH3:23])=[O:21])[CH2:17][O:18][C:14]=4[CH:13]=3)[C:6]=2[CH:5]=[CH:4][CH:3]=1.[NH:32]1[CH2:37][CH2:36][CH2:35][CH2:34][CH2:33]1.C(=O)([O-])[O-].[Cs+].[Cs+].C1C=CC(P(C2C=CC3C(=CC=CC=3)C=2C2C3C(=CC=CC=3)C=CC=2P(C2C=CC=CC=2)C2C=CC=CC=2)C2C=CC=CC=2)=CC=1. The catalyst is C1(C)C=CC=CC=1.C1C=CC(/C=C/C(/C=C/C2C=CC=CC=2)=O)=CC=1.C1C=CC(/C=C/C(/C=C/C2C=CC=CC=2)=O)=CC=1.C1C=CC(/C=C/C(/C=C/C2C=CC=CC=2)=O)=CC=1.[Pd].[Pd]. The product is [N:32]1([C:2]2[C:10]3[O:9][CH2:8][C@@H:7]([N:11]([C:26](=[O:31])[C:27]([F:30])([F:29])[F:28])[C:12]4[CH:25]=[CH:24][C:15]5[C@H:16]([CH2:19][C:20]([O:22][CH3:23])=[O:21])[CH2:17][O:18][C:14]=5[CH:13]=4)[C:6]=3[CH:5]=[CH:4][CH:3]=2)[CH2:37][CH2:36][CH2:35][CH2:34][CH2:33]1. The yield is 0.330. (7) The reactants are Cl[C:2]1[C:3]2[CH:17]=[CH:16][C:15](=[O:18])[N:14]([C:19]3[C:24]([F:25])=[CH:23][CH:22]=[CH:21][C:20]=3[F:26])[C:4]=2[N:5]=[C:6]([NH:8][CH:9]([CH2:12][OH:13])[CH2:10][OH:11])[N:7]=1.[CH3:27][S:28][C:29]1[CH:34]=[CH:33][CH:32]=[CH:31][C:30]=1B(O)O.C([O-])([O-])=O.[K+].[K+]. The catalyst is O1CCOCC1.O.C1C=CC([P]([Pd]([P](C2C=CC=CC=2)(C2C=CC=CC=2)C2C=CC=CC=2)([P](C2C=CC=CC=2)(C2C=CC=CC=2)C2C=CC=CC=2)[P](C2C=CC=CC=2)(C2C=CC=CC=2)C2C=CC=CC=2)(C2C=CC=CC=2)C2C=CC=CC=2)=CC=1. The product is [CH3:27][S:28][C:29]1[CH:34]=[CH:33][CH:32]=[CH:31][C:30]=1[C:2]1[C:3]2[CH:17]=[CH:16][C:15](=[O:18])[N:14]([C:19]3[C:24]([F:25])=[CH:23][CH:22]=[CH:21][C:20]=3[F:26])[C:4]=2[N:5]=[C:6]([NH:8][CH:9]([CH2:12][OH:13])[CH2:10][OH:11])[N:7]=1. The yield is 0.890. (8) The reactants are [F:1][C:2]([F:22])([F:21])[C:3]1[CH:8]=[CH:7][C:6]([S:9]([O:12][C:13]2[CH:18]=[CH:17][CH:16]=[CH:15][C:14]=2[CH:19]=O)(=[O:11])=[O:10])=[CH:5][CH:4]=1.[NH2:23][NH2:24]. The catalyst is C(O)C. The product is [F:1][C:2]([F:22])([F:21])[C:3]1[CH:8]=[CH:7][C:6]([S:9]([O:12][C:13]2[CH:18]=[CH:17][CH:16]=[CH:15][C:14]=2[CH:19]=[N:23][NH2:24])(=[O:11])=[O:10])=[CH:5][CH:4]=1. The yield is 0.890. (9) The reactants are [Cl:1][C:2]1[CH:3]=[CH:4][CH:5]=[C:6]2[C:10]=1[N:9]([CH2:11][CH2:12][CH3:13])[N:8]=[C:7]2[C:14]1[CH:19]=[CH:18][C:17]([OH:20])=[C:16]([F:21])[CH:15]=1.C(N(C(C)C)CC)(C)C.[CH3:31][C:32]([CH3:38])([CH3:37])[CH2:33][C:34](Cl)=[O:35]. The catalyst is ClCCl.CN(C)C1C=CN=CC=1. The product is [CH3:31][C:32]([CH3:38])([CH3:37])[CH2:33][C:34]([O:20][C:17]1[CH:18]=[CH:19][C:14]([C:7]2[C:6]3[C:10](=[C:2]([Cl:1])[CH:3]=[CH:4][CH:5]=3)[N:9]([CH2:11][CH2:12][CH3:13])[N:8]=2)=[CH:15][C:16]=1[F:21])=[O:35]. The yield is 0.830.